From a dataset of Forward reaction prediction with 1.9M reactions from USPTO patents (1976-2016). Predict the product of the given reaction. (1) Given the reactants [O:1]1[C:5]2([CH2:10][CH2:9][CH:8]([CH2:11]O)[CH2:7][CH2:6]2)[O:4][CH2:3][CH2:2]1.C1(C)C=CC(S(Cl)(=O)=O)=CC=1.[I-:24].[Na+], predict the reaction product. The product is: [I:24][CH2:11][CH:8]1[CH2:9][CH2:10][C:5]2([O:4][CH2:3][CH2:2][O:1]2)[CH2:6][CH2:7]1. (2) Given the reactants CC(C)([O-])C.[K+].[CH3:7][CH:8]([CH2:10][N:11]1P2N(CC(C)C)CC[N:14](CCN2CC(C)C)[CH2:13][CH2:12]1)C.[NH2:30][C:31]1[CH:32]=[N:33][CH:34]=[CH:35][CH:36]=1.Cl[C:38]1[C:51]2[C:50](=[O:52])[C:49]3[C:44](=[C:45](Cl)[CH:46]=[CH:47][CH:48]=3)[C:43](=[O:54])[C:42]=2[CH:41]=[CH:40][CH:39]=1, predict the reaction product. The product is: [N:33]1[CH:34]=[CH:35][CH:36]=[C:31]([NH:30][C:38]2[C:51]3[C:50](=[O:52])[C:49]4[C:44](=[C:45]([NH:14][C:13]5[CH:12]=[N:11][CH:10]=[CH:8][CH:7]=5)[CH:46]=[CH:47][CH:48]=4)[C:43](=[O:54])[C:42]=3[CH:41]=[CH:40][CH:39]=2)[CH:32]=1. (3) The product is: [ClH:33].[ClH:33].[NH:16]1[CH2:15][CH2:14][CH:13]([N:3]2[CH2:4][CH2:5][C:6]3[CH:12]=[CH:11][CH:10]=[N:9][C:7]=3[NH:8][C:2]2=[O:1])[CH2:18][CH2:17]1. Given the reactants [O:1]=[C:2]1[NH:8][C:7]2[N:9]=[CH:10][CH:11]=[CH:12][C:6]=2[CH2:5][CH2:4][N:3]1[CH:13]1[CH2:18][CH2:17][N:16](C(OC(C)(C)C)=O)[CH2:15][CH2:14]1.FC(F)(F)C(O)=O.[ClH:33].C(OCC)C, predict the reaction product.